Predict the reactants needed to synthesize the given product. From a dataset of Full USPTO retrosynthesis dataset with 1.9M reactions from patents (1976-2016). Given the product [CH2:22]([O:25][C:11]1[N:10]=[C:9]2[CH2:14][CH2:15][CH2:16][C:8]2=[C:7]([C:32]2[CH:33]=[N:28][CH:29]=[N:30][CH:31]=2)[CH:12]=1)[C:42]1[CH:41]=[CH:9][CH:8]=[CH:7][CH:12]=1, predict the reactants needed to synthesize it. The reactants are: FC(F)(F)S(O[C:7]1[CH:12]=[C:11](Cl)[N:10]=[C:9]2[CH2:14][CH2:15][CH2:16][C:8]=12)(=O)=O.C(Cl)Cl.[C:22](=[O:25])([O-])[O-].[K+].[K+].[N:28]1[CH:33]=[C:32](B(O)O)[CH:31]=[N:30][CH:29]=1.O1[CH2:42][CH2:41]OCC1.O.